Dataset: Reaction yield outcomes from USPTO patents with 853,638 reactions. Task: Predict the reaction yield, written as a fraction of the theoretical maximum amount of product (1.0 means a 100% yield; for example, 0.34 means a 34% yield). (1) No catalyst specified. The product is [CH3:35][O:34][C:27]1[C:28]([O:32][CH3:33])=[C:29]([O:30][CH3:31])[C:4]2[O:3][CH2:2][C:8](=[O:9])[CH:7]=[CH:6][C:5]=2[CH:26]=1. The yield is 0.640. The reactants are Br[CH:2]1[C:8](=[O:9])[CH:7]=[C:6](C2C=CC(OC)=C(O[Si](C(C)(C)C)(C)C)C=2)[C:5]2[CH:26]=[C:27]([O:34][CH3:35])[C:28]([O:32][CH3:33])=[C:29]([O:30][CH3:31])[C:4]=2[O:3]1.N. (2) The reactants are C([O:8][N:9]1[C:15](=[O:16])[N:14]2[CH2:17][C@H:10]1[CH2:11][CH2:12][C@H:13]2[C:18]([NH:20][N:21]1[CH2:26][CH2:25][CH2:24][CH2:23][C:22]1=[O:27])=[O:19])C1C=CC=CC=1. The product is [OH:8][N:9]1[C:15](=[O:16])[N:14]2[CH2:17][C@H:10]1[CH2:11][CH2:12][C@H:13]2[C:18]([NH:20][N:21]1[CH2:26][CH2:25][CH2:24][CH2:23][C:22]1=[O:27])=[O:19]. The catalyst is CO.[Pd]. The yield is 0.880. (3) The reactants are Cl[CH:2]([CH3:6])[C:3](=O)[CH3:4].[CH3:7][O:8][C:9]1[CH:17]=[CH:16][C:12]([C:13]([NH2:15])=[O:14])=[CH:11][CH:10]=1. No catalyst specified. The product is [CH3:7][O:8][C:9]1[CH:17]=[CH:16][C:12]([C:13]2[O:14][C:2]([CH3:6])=[C:3]([CH3:4])[N:15]=2)=[CH:11][CH:10]=1. The yield is 0.420. (4) The reactants are [CH2:1]([N:5]1[CH:10]=[CH:9][C:8]([N:11]2[CH2:16][CH2:15][CH:14]([C:17]3[CH:22]=[CH:21][CH:20]=[CH:19][CH:18]=3)[CH2:13][CH2:12]2)=[CH:7][C:6]1=[O:23])[CH2:2][CH2:3][CH3:4].[Cl:24]N1C(=O)CCC1=O. The catalyst is C(Cl)Cl. The yield is 0.820. The product is [CH2:1]([N:5]1[CH:10]=[CH:9][C:8]([N:11]2[CH2:12][CH2:13][CH:14]([C:17]3[CH:18]=[CH:19][CH:20]=[CH:21][CH:22]=3)[CH2:15][CH2:16]2)=[C:7]([Cl:24])[C:6]1=[O:23])[CH2:2][CH2:3][CH3:4]. (5) The reactants are [C:1]([O:5][C:6]([N:8]1[CH2:12][CH2:11][C@@H:10]([OH:13])[C@H:9]1[C:14]([OH:16])=O)=[O:7])([CH3:4])([CH3:3])[CH3:2].CCN(C(C)C)C(C)C.CN(C(ON1N=NC2C=CC=NC1=2)=[N+](C)C)C.F[P-](F)(F)(F)(F)F.[F:50][C:51]1[CH:56]=[CH:55][C:54]([CH2:57][NH2:58])=[CH:53][C:52]=1[C:59]1[CH:64]=[N:63][C:62]([C:65]([F:68])([F:67])[F:66])=[CH:61][N:60]=1. The catalyst is CN(C)C=O.O. The product is [F:50][C:51]1[CH:56]=[CH:55][C:54]([CH2:57][NH:58][C:14]([C@@H:9]2[C@H:10]([OH:13])[CH2:11][CH2:12][N:8]2[C:6]([O:5][C:1]([CH3:2])([CH3:3])[CH3:4])=[O:7])=[O:16])=[CH:53][C:52]=1[C:59]1[CH:64]=[N:63][C:62]([C:65]([F:68])([F:66])[F:67])=[CH:61][N:60]=1. The yield is 0.850. (6) The reactants are [NH2:1][C@@H:2]1[CH2:7][CH2:6][N:5]([C:8]([O:10][C:11]([CH3:14])([CH3:13])[CH3:12])=[O:9])[CH2:4][C@H:3]1[F:15].[Cl:16][C:17]1[N:18]=[C:19]([C:24](O)=[O:25])[NH:20][C:21]=1[CH2:22][CH3:23].O.ON1C2C=CC=CC=2N=N1.CCN=C=NCCCN(C)C.Cl.C(N(CC)CC)C. No catalyst specified. The product is [Cl:16][C:17]1[N:18]=[C:19]([C:24]([NH:1][C@@H:2]2[CH2:7][CH2:6][N:5]([C:8]([O:10][C:11]([CH3:12])([CH3:14])[CH3:13])=[O:9])[CH2:4][C@H:3]2[F:15])=[O:25])[NH:20][C:21]=1[CH2:22][CH3:23]. The yield is 0.720.